Dataset: Full USPTO retrosynthesis dataset with 1.9M reactions from patents (1976-2016). Task: Predict the reactants needed to synthesize the given product. (1) Given the product [N+:35]([C:38]1[CH:43]=[CH:42][C:41]([O:33][C:32](=[O:34])[CH:31]=[CH:30][C:27]2[CH:26]=[CH:25][C:24]([C:20]3[CH:21]=[CH:22][CH:23]=[C:18]([C:16]4[CH:17]=[C:8]([C:5]([S:2]([CH3:1])(=[O:4])=[O:3])([CH3:7])[CH3:6])[CH:9]=[C:10]5[C:15]=4[N:14]=[CH:13][CH:12]=[CH:11]5)[CH:19]=3)=[CH:29][CH:28]=2)=[CH:40][CH:39]=1)([O-:37])=[O:36], predict the reactants needed to synthesize it. The reactants are: [CH3:1][S:2]([C:5]([C:8]1[CH:9]=[C:10]2[C:15](=[C:16]([C:18]3[CH:19]=[C:20]([C:24]4[CH:29]=[CH:28][C:27]([CH:30]=[CH:31][C:32]([OH:34])=[O:33])=[CH:26][CH:25]=4)[CH:21]=[CH:22][CH:23]=3)[CH:17]=1)[N:14]=[CH:13][CH:12]=[CH:11]2)([CH3:7])[CH3:6])(=[O:4])=[O:3].[N+:35]([C:38]1[CH:43]=[CH:42][C:41](O)=[CH:40][CH:39]=1)([O-:37])=[O:36]. (2) Given the product [CH3:1][O:2][C:3]1[CH:4]=[CH:5][C:6]2[O:10][C:9]([CH:11]([NH:18][C:19]3[CH:28]=[CH:27][C:22]([C:23]([OH:25])=[O:24])=[CH:21][CH:20]=3)[CH2:12][CH2:13][CH2:14][CH2:15][CH2:16][CH3:17])=[C:8]([CH3:29])[C:7]=2[CH:30]=1, predict the reactants needed to synthesize it. The reactants are: [CH3:1][O:2][C:3]1[CH:4]=[CH:5][C:6]2[O:10][C:9]([CH:11]([NH:18][C:19]3[CH:28]=[CH:27][C:22]([C:23]([O:25]C)=[O:24])=[CH:21][CH:20]=3)[CH2:12][CH2:13][CH2:14][CH2:15][CH2:16][CH3:17])=[C:8]([CH3:29])[C:7]=2[CH:30]=1.O1CCCC1.[OH-].[Na+]. (3) Given the product [CH3:24][C:22]1[NH:23][C:19]([CH:17]=[C:9]2[C:8]3[C:12](=[CH:13][CH:14]=[CH:15][C:7]=3[C:4]3[CH:5]=[CH:6][N:1]=[CH:2][CH:3]=3)[NH:11][C:10]2=[O:16])=[C:20]([CH3:29])[C:21]=1[CH2:25][C:26]([OH:28])=[O:27], predict the reactants needed to synthesize it. The reactants are: [N:1]1[CH:6]=[CH:5][C:4]([C:7]2[CH:15]=[CH:14][CH:13]=[C:12]3[C:8]=2[CH2:9][C:10](=[O:16])[NH:11]3)=[CH:3][CH:2]=1.[CH:17]([C:19]1[NH:23][C:22]([CH3:24])=[C:21]([CH2:25][C:26]([OH:28])=[O:27])[C:20]=1[CH3:29])=O. (4) Given the product [CH2:7]([OH:8])[C:6]([NH2:1])([CH2:11][OH:12])[CH2:9][OH:10].[NH:1]([C:6]([CH2:9][OH:10])([CH2:11][OH:12])[CH2:7][OH:8])[CH2:2][C:3]([OH:5])=[O:4], predict the reactants needed to synthesize it. The reactants are: [NH:1]([C:6]([CH2:11][OH:12])([CH2:9][OH:10])[CH2:7][OH:8])[CH2:2][C:3]([OH:5])=[O:4].CCCCCCCCCCCCOS([O-])(=O)=O.[Na+].C(O)[C@H]1O[C@H](O[C@]2(CO)O[C@H](CO)[C@@H](O)[C@@H]2O)[C@H](O)[C@@H](O)[C@@H]1O.C1C=CC2S(=O)(=O)OC(C3C=C(Br)C(O)=C(Br)C=3)(C3C=C(Br)C(O)=C(Br)C=3)C=2C=1.CC[C@@H]([C@@H]1NC(=O)[C@@H](CCCN)NC(=O)[C@@H](NC([C@@H](NC([C@H](NC([C@@H](NC([C@H]2N=C([C@@H](N)[C@H](CC)C)SC2)=O)CC(C)C)=O)CCC(O)=O)=O)[C@H](CC)C)=O)CCCCNC(=O)[C@H](CC(N)=O)NC(=O)[C@@H](CC(O)=O)NC(=O)[C@H](CC2NC=NC=2)NC(=O)[C@@H](CC2C=CC=CC=2)NC1=O)C. (5) Given the product [CH2:1]([N:4]([CH2:26][CH2:27][CH3:28])[C:5]([CH2:7][O:8][C:9](=[O:10])[CH2:11][CH2:12][NH:13][S:14]([C:17]1[CH:25]=[CH:24][CH:23]=[C:19]([C:20]([N:55]2[CH2:56][CH2:57][C:52]3([NH:48]/[C:49](=[N:58]/[C:59]([C:61]4[C:66]([NH2:67])=[N:65][C:64]([NH2:68])=[C:63]([Cl:69])[N:62]=4)=[O:60])/[NH:50][CH2:51]3)[CH2:53][CH2:54]2)=[O:21])[CH:18]=1)(=[O:16])=[O:15])=[O:6])[CH2:2][CH3:3], predict the reactants needed to synthesize it. The reactants are: [CH2:1]([N:4]([CH2:26][CH2:27][CH3:28])[C:5]([CH2:7][O:8][C:9]([CH2:11][CH2:12][NH:13][S:14]([C:17]1[CH:18]=[C:19]([CH:23]=[CH:24][CH:25]=1)[C:20](O)=[O:21])(=[O:16])=[O:15])=[O:10])=[O:6])[CH2:2][CH3:3].CN1CCOCC1.C1C=C2N=NN(O)C2=CC=1.O.Cl.[NH:48]1[C:52]2([CH2:57][CH2:56][NH:55][CH2:54][CH2:53]2)[CH2:51][NH:50]/[C:49]/1=[N:58]\[C:59]([C:61]1[C:66]([NH2:67])=[N:65][C:64]([NH2:68])=[C:63]([Cl:69])[N:62]=1)=[O:60].CCN=C=NCCCN(C)C.Cl.CC1OCCC1.C([O-])([O-])=O.[Na+].[Na+]. (6) Given the product [CH3:8][C:7]1[CH:6]=[CH:5][N:4]=[CH:3][C:2]=1[B:9]([OH:14])[OH:10], predict the reactants needed to synthesize it. The reactants are: Br[C:2]1[CH:3]=[N:4][CH:5]=[CH:6][C:7]=1[CH3:8].[B:9](OC(C)C)([O:14]C(C)C)[O:10]C(C)C.C([Li])CCC.